Dataset: Forward reaction prediction with 1.9M reactions from USPTO patents (1976-2016). Task: Predict the product of the given reaction. (1) Given the reactants [CH3:1][N:2]1[C:6]2[CH:7]=[CH:8][C:9]([N:11]3[CH:16]=[C:15]([C:17]#[N:18])[C:14](=[O:19])[NH:13][C:12]3=[O:20])=[CH:10][C:5]=2[O:4][C:3]1=[O:21].[F:22][C:23]([F:35])([F:34])[C:24]1[CH:32]=[CH:31][CH:30]=[C:29]2[C:25]=1[CH2:26][CH2:27][C@@H:28]2O.C1(P(C2C=CC=CC=2)C2C=CC=CC=2)C=CC=CC=1.N(C(OC(C)C)=O)=NC(OC(C)C)=O.Cl, predict the reaction product. The product is: [CH3:1][N:2]1[C:6]2[CH:7]=[CH:8][C:9]([N:11]3[CH:16]=[C:15]([C:17]#[N:18])[C:14](=[O:19])[N:13]([C@H:28]4[C:29]5[C:25](=[C:24]([C:23]([F:22])([F:34])[F:35])[CH:32]=[CH:31][CH:30]=5)[CH2:26][CH2:27]4)[C:12]3=[O:20])=[CH:10][C:5]=2[O:4][C:3]1=[O:21]. (2) Given the reactants C([O:4][CH:5]([CH2:10][CH2:11][CH2:12][CH2:13][CH2:14][CH2:15][CH2:16][CH2:17][CH2:18][CH2:19][CH3:20])[CH2:6][C:7]([OH:9])=O)(=O)C.N1C=CC=CC=1.S(Cl)(Cl)=O.Cl.C[O:33][C:34](=[O:37])[CH2:35][NH2:36].Cl.[OH-].[Na+], predict the reaction product. The product is: [OH:4][CH:5]([CH2:10][CH2:11][CH2:12][CH2:13][CH2:14][CH2:15][CH2:16][CH2:17][CH2:18][CH2:19][CH3:20])[CH2:6][C:7]([NH:36][CH2:35][C:34]([OH:37])=[O:33])=[O:9]. (3) Given the reactants FC(F)(F)C(O)=O.[S:8]1[C:12]2[CH:13]=[CH:14][C:15]([NH:17][C:18]3[CH:30]=[C:29]([C:31]4[CH:36]=[CH:35][C:34]([NH:37][S:38]([CH3:41])(=[O:40])=[O:39])=[CH:33][CH:32]=4)[CH:28]=[CH:27][C:19]=3[C:20]([O:22]C(C)(C)C)=[O:21])=[CH:16][C:11]=2[CH:10]=[CH:9]1, predict the reaction product. The product is: [S:8]1[C:12]2[CH:13]=[CH:14][C:15]([NH:17][C:18]3[CH:30]=[C:29]([C:31]4[CH:36]=[CH:35][C:34]([NH:37][S:38]([CH3:41])(=[O:40])=[O:39])=[CH:33][CH:32]=4)[CH:28]=[CH:27][C:19]=3[C:20]([OH:22])=[O:21])=[CH:16][C:11]=2[CH:10]=[CH:9]1.